This data is from Full USPTO retrosynthesis dataset with 1.9M reactions from patents (1976-2016). The task is: Predict the reactants needed to synthesize the given product. (1) The reactants are: [C+:1]1[C:13]2[NH:12][C:11]3[C:6](=[CH:7][CH:8]=[CH:9][CH:10]=3)[C:5]=2[CH:4]=[CH:3][CH:2]=1. Given the product [CH:10]1[C:11]2[NH:12][C:13]3[C:5](=[CH:4][CH:3]=[CH:2][CH:1]=3)[C:6]=2[CH:7]=[CH:8][CH:9]=1, predict the reactants needed to synthesize it. (2) Given the product [F:22][C:15]1[CH:14]=[C:13]([NH:23][S:24]([C:27]2[CH:28]=[CH:29][C:30]([C:2]3[CH:3]=[N:4][C:5]([CH2:8][O:9][CH3:10])=[N:6][CH:7]=3)=[CH:31][CH:32]=2)(=[O:25])=[O:26])[C:12]([F:11])=[CH:17][C:16]=1[C:18]([O:20][CH3:21])=[O:19], predict the reactants needed to synthesize it. The reactants are: Br[C:2]1[CH:3]=[N:4][C:5]([CH2:8][O:9][CH3:10])=[N:6][CH:7]=1.[F:11][C:12]1[CH:17]=[C:16]([C:18]([O:20][CH3:21])=[O:19])[C:15]([F:22])=[CH:14][C:13]=1[NH:23][S:24]([C:27]1[CH:32]=[CH:31][C:30](B(O)O)=[CH:29][CH:28]=1)(=[O:26])=[O:25].C(=O)([O-])[O-].[Na+].[Na+]. (3) Given the product [Cl:1][C:2]1[CH:3]=[C:4]([NH:10][C:11](=[O:17])[CH2:12][CH:13]([CH2:32][N+:29]([O-:31])=[O:30])[CH:14]([CH3:15])[CH3:16])[CH:5]=[CH:6][C:7]=1[C:8]#[N:9], predict the reactants needed to synthesize it. The reactants are: [Cl:1][C:2]1[CH:3]=[C:4]([NH:10][C:11](=[O:17])/[CH:12]=[CH:13]/[CH:14]([CH3:16])[CH3:15])[CH:5]=[CH:6][C:7]=1[C:8]#[N:9].C1CCN2C(=NCCC2)CC1.[N+:29]([CH3:32])([O-:31])=[O:30]. (4) Given the product [N+:12]([C:7]1[C:8]([CH3:11])=[C:9]([CH3:10])[C:2]2[O:1][C:23]([C:24]([O:26][CH2:27][CH3:28])=[O:25])=[CH:4][C:3]=2[C:6]=1[CH3:15])([O-:14])=[O:13], predict the reactants needed to synthesize it. The reactants are: [OH:1][C:2]1[C:9]([CH3:10])=[C:8]([CH3:11])[C:7]([N+:12]([O-:14])=[O:13])=[C:6]([CH3:15])[C:3]=1[CH:4]=O.C(=O)([O-])[O-].[K+].[K+].Br[CH2:23][C:24]([O:26][CH2:27][CH3:28])=[O:25].O. (5) Given the product [N+:5]([C:8]1[CH:18]=[CH:17][C:11]2[N:12]([C:1](=[O:3])[CH3:2])[CH2:13][CH2:14][CH2:15][O:16][C:10]=2[CH:9]=1)([O-:7])=[O:6], predict the reactants needed to synthesize it. The reactants are: [C:1](Cl)(=[O:3])[CH3:2].[N+:5]([C:8]1[CH:18]=[CH:17][C:11]2[NH:12][CH2:13][CH2:14][CH2:15][O:16][C:10]=2[CH:9]=1)([O-:7])=[O:6]. (6) Given the product [C:10]([C:4]1[C:3]([O:13][CH3:14])=[C:2]([C:18]2[CH:19]=[CH:20][C:21]([C:22]([O:24][CH3:25])=[O:23])=[C:16]([F:15])[CH:17]=2)[C:7]([CH3:8])=[C:6]([Cl:9])[CH:5]=1)(=[O:12])[CH3:11], predict the reactants needed to synthesize it. The reactants are: Br[C:2]1[C:3]([O:13][CH3:14])=[C:4]([C:10](=[O:12])[CH3:11])[CH:5]=[C:6]([Cl:9])[C:7]=1[CH3:8].[F:15][C:16]1[CH:17]=[C:18](B(O)O)[CH:19]=[CH:20][C:21]=1[C:22]([O:24][CH3:25])=[O:23].O. (7) Given the product [F:15][C:16]1[CH:17]=[C:18]([C:2]2[CH:11]=[N:10][CH:9]=[C:8]3[C:3]=2[CH:4]=[C:5]([C:12]([NH2:14])=[O:13])[CH:6]=[N:7]3)[CH:19]=[CH:20][C:21]=1[F:22], predict the reactants needed to synthesize it. The reactants are: Br[C:2]1[CH:11]=[N:10][CH:9]=[C:8]2[C:3]=1[CH:4]=[C:5]([C:12]([NH2:14])=[O:13])[CH:6]=[N:7]2.[F:15][C:16]1[CH:17]=[C:18](B(O)O)[CH:19]=[CH:20][C:21]=1[F:22].C(=O)([O-])[O-].[Cs+].[Cs+]. (8) The reactants are: C(OC(=O)C)(=O)C.[C:8]([O:12][C:13]([C:15]1[N:16]([CH2:20][CH:21]([OH:38])[CH2:22][O:23][C:24]2[CH:29]=[CH:28][C:27]([CH2:30][CH2:31][CH2:32][CH2:33][CH2:34][CH2:35][CH2:36][CH3:37])=[CH:26][CH:25]=2)[CH:17]=[CH:18][CH:19]=1)=[O:14])([CH3:11])([CH3:10])[CH3:9].C(=O)([O-])O.[Na+].[Na+].[Cl-]. Given the product [C:8]([O:12][C:13]([C:15]1[N:16]([CH2:20][C:21](=[O:38])[CH2:22][O:23][C:24]2[CH:29]=[CH:28][C:27]([CH2:30][CH2:31][CH2:32][CH2:33][CH2:34][CH2:35][CH2:36][CH3:37])=[CH:26][CH:25]=2)[CH:17]=[CH:18][CH:19]=1)=[O:14])([CH3:11])([CH3:10])[CH3:9], predict the reactants needed to synthesize it. (9) Given the product [Cl:6][C:7]1[CH:14]=[CH:13][C:10]([CH2:11][NH:5][CH2:4][CH:1]2[CH2:3][CH2:2]2)=[CH:9][CH:8]=1, predict the reactants needed to synthesize it. The reactants are: [CH:1]1([CH2:4][NH2:5])[CH2:3][CH2:2]1.[Cl:6][C:7]1[CH:14]=[CH:13][C:10]([CH:11]=O)=[CH:9][CH:8]=1.C([BH3-])#N.[Na+].